Predict the reaction yield, written as a fraction of the theoretical maximum amount of product (1.0 means a 100% yield; for example, 0.34 means a 34% yield). From a dataset of Reaction yield outcomes from USPTO patents with 853,638 reactions. (1) The catalyst is C1(C)C=CC=CC=1. The reactants are CN(C)C=O.P(Br)(Br)([Br:8])=O.[CH3:11][O:12][C:13]1[C:30]([O:31][CH3:32])=[C:29]([O:33][CH3:34])[CH:28]=[C:27]([CH3:35])[C:14]=1[C:15]([C:17]1[C:22]([O:23][CH3:24])=[CH:21][N+:20]([O-])=[CH:19][C:18]=1[Cl:26])=[O:16]. The product is [CH3:11][O:12][C:13]1[C:30]([O:31][CH3:32])=[C:29]([O:33][CH3:34])[CH:28]=[C:27]([CH3:35])[C:14]=1[C:15]([C:17]1[C:22]([O:23][CH3:24])=[CH:21][N:20]=[C:19]([Br:8])[C:18]=1[Cl:26])=[O:16]. The yield is 0.650. (2) The reactants are C([O:5][C:6](=[O:21])[CH2:7][NH:8][C:9](=[O:20])[C:10]1[CH:15]=[CH:14][C:13]([C:16]([F:19])([F:18])[F:17])=[CH:12][CH:11]=1)(C)(C)C. The catalyst is C(O)=O. The product is [F:17][C:16]([F:18])([F:19])[C:13]1[CH:12]=[CH:11][C:10]([C:9]([NH:8][CH2:7][C:6]([OH:21])=[O:5])=[O:20])=[CH:15][CH:14]=1. The yield is 1.00.